Dataset: Forward reaction prediction with 1.9M reactions from USPTO patents (1976-2016). Task: Predict the product of the given reaction. (1) Given the reactants [CH3:1][O:2][CH2:3][CH2:4][O:5][CH2:6][O:7][C:8]1[C:9](Br)=[CH:10][C:11]([CH3:18])=[C:12]2[C:17]=1[N:16]=[CH:15][CH:14]=[CH:13]2.C([Li])CCC.CN(OC)[C:27]([C:29]1[CH:34]=[CH:33][CH:32]=[C:31]([CH2:35][C:36]2[CH:41]=[CH:40][CH:39]=[CH:38][CH:37]=2)[CH:30]=1)=[O:28].[NH4+].[Cl-], predict the reaction product. The product is: [CH2:35]([C:31]1[CH:30]=[C:29]([C:27]([C:9]2[C:8]([O:7][CH2:6][O:5][CH2:4][CH2:3][O:2][CH3:1])=[C:17]3[C:12]([CH:13]=[CH:14][CH:15]=[N:16]3)=[C:11]([CH3:18])[CH:10]=2)=[O:28])[CH:34]=[CH:33][CH:32]=1)[C:36]1[CH:37]=[CH:38][CH:39]=[CH:40][CH:41]=1. (2) Given the reactants [NH2:1][C:2]1[N:3]=[C:4]([N:10]2[CH2:15][CH2:14][CH:13]([O:16][C:17]3[CH:22]=[CH:21][CH:20]=[CH:19][C:18]=3[C:23]([F:26])([F:25])[F:24])[CH2:12][CH2:11]2)[S:5][C:6]=1[C:7]([NH2:9])=[O:8].[C:27](OC)(=O)[C:28]([O:30][CH3:31])=[O:29], predict the reaction product. The product is: [O:8]=[C:7]1[NH:9][C:27]([C:28]([O:30][CH3:31])=[O:29])=[N:1][C:2]2[N:3]=[C:4]([N:10]3[CH2:11][CH2:12][CH:13]([O:16][C:17]4[CH:22]=[CH:21][CH:20]=[CH:19][C:18]=4[C:23]([F:26])([F:25])[F:24])[CH2:14][CH2:15]3)[S:5][C:6]1=2. (3) Given the reactants CS(O[CH2:6][C:7]1[CH:12]=[CH:11][C:10]([CH2:13][O:14][C:15]2[CH:20]=[CH:19][C:18]([Br:21])=[CH:17][CH:16]=2)=[CH:9][CH:8]=1)(=O)=O.[NH:22]1[CH:26]=[CH:25][CH:24]=[N:23]1.C(=O)([O-])[O-].[Cs+].[Cs+], predict the reaction product. The product is: [Br:21][C:18]1[CH:19]=[CH:20][C:15]([O:14][CH2:13][C:10]2[CH:11]=[CH:12][C:7]([CH2:6][N:22]3[CH:26]=[CH:25][CH:24]=[N:23]3)=[CH:8][CH:9]=2)=[CH:16][CH:17]=1. (4) Given the reactants [Cl:1][C:2]1[CH:3]=[CH:4][C:5]([NH:8][C:9](=[O:25])[C:10]2[CH:15]=[C:14]([F:16])[CH:13]=[CH:12][C:11]=2[NH:17][CH2:18][CH:19]2[CH2:24][CH2:23][NH:22][CH2:21][CH2:20]2)=[N:6][CH:7]=1.Cl.Cl[C:28]1[CH:33]=[CH:32][N:31]=[CH:30][CH:29]=1.C(N(CC)CC)C, predict the reaction product. The product is: [Cl:1][C:2]1[CH:3]=[CH:4][C:5]([NH:8][C:9](=[O:25])[C:10]2[CH:15]=[C:14]([F:16])[CH:13]=[CH:12][C:11]=2[NH:17][CH2:18][CH:19]2[CH2:20][CH2:21][N:22]([C:28]3[CH:33]=[CH:32][N:31]=[CH:30][CH:29]=3)[CH2:23][CH2:24]2)=[N:6][CH:7]=1. (5) Given the reactants [CH3:1][N:2]1[CH2:7][CH2:6][CH:5]([C:8]([N:16]2[CH2:21][CH2:20][NH:19][CH2:18][CH2:17]2)([C:10]2[CH:15]=[CH:14][CH:13]=[CH:12][CH:11]=2)[CH3:9])[CH2:4][CH2:3]1.[C:22]1([CH:28]([N:35]=[C:36]=[O:37])[C:29]2[CH:34]=[CH:33][CH:32]=[CH:31][CH:30]=2)[CH:27]=[CH:26][CH:25]=[CH:24][CH:23]=1, predict the reaction product. The product is: [CH:28]([NH:35][C:36]([N:19]1[CH2:18][CH2:17][N:16]([C:8]([C:10]2[CH:15]=[CH:14][CH:13]=[CH:12][CH:11]=2)([CH:5]2[CH2:6][CH2:7][N:2]([CH3:1])[CH2:3][CH2:4]2)[CH3:9])[CH2:21][CH2:20]1)=[O:37])([C:29]1[CH:30]=[CH:31][CH:32]=[CH:33][CH:34]=1)[C:22]1[CH:27]=[CH:26][CH:25]=[CH:24][CH:23]=1. (6) Given the reactants [OH-].[Na+].C([O:5][C:6]([C:8]1[CH:13]=[C:12]([CH3:14])[N:11]([CH2:15][C:16]([OH:18])=[O:17])[C:10](=[O:19])[C:9]=1[O:20][CH2:21][C:22]1[CH:27]=[CH:26][CH:25]=[CH:24][CH:23]=1)=[O:7])C, predict the reaction product. The product is: [CH2:21]([O:20][C:9]1[C:10](=[O:19])[N:11]([CH2:15][C:16]([OH:18])=[O:17])[C:12]([CH3:14])=[CH:13][C:8]=1[C:6]([OH:7])=[O:5])[C:22]1[CH:23]=[CH:24][CH:25]=[CH:26][CH:27]=1.